This data is from Reaction yield outcomes from USPTO patents with 853,638 reactions. The task is: Predict the reaction yield, written as a fraction of the theoretical maximum amount of product (1.0 means a 100% yield; for example, 0.34 means a 34% yield). The reactants are [CH3:1][O:2][C:3]([NH:5][C@H:6]([C:8]([OH:10])=O)[CH3:7])=[O:4].CN(C(ON1N=NC2C=CC=NC1=2)=[N+](C)C)C.F[P-](F)(F)(F)(F)F.[CH2:35]1[C:39]2([O:44][CH2:43][CH2:42][CH2:41][O:40]2)[CH2:38][C@@H:37]([C:45]2[NH:46][CH:47]=[C:48]([C:50]3[CH:55]=[CH:54][C:53]([C:56]4[CH:61]=[CH:60][C:59]([C:62]5[N:63]=[C:64]([C@@H:67]6[CH2:71][CH2:70][CH2:69][N:68]6[C:72]([C@@H:74]([NH:78][C:79](=[O:82])[O:80][CH3:81])[CH:75]([CH3:77])[CH3:76])=[O:73])[NH:65][CH:66]=5)=[CH:58][CH:57]=4)=[CH:52][CH:51]=3)[N:49]=2)[NH:36]1. The catalyst is CN(C=O)C. The product is [CH3:7][C@H:6]([NH:5][C:3](=[O:4])[O:2][CH3:1])[C:8]([N:36]1[C@H:37]([C:45]2[NH:46][CH:47]=[C:48]([C:50]3[CH:51]=[CH:52][C:53]([C:56]4[CH:61]=[CH:60][C:59]([C:62]5[N:63]=[C:64]([C@@H:67]6[CH2:71][CH2:70][CH2:69][N:68]6[C:72](=[O:73])[C@@H:74]([NH:78][C:79]([O:80][CH3:81])=[O:82])[CH:75]([CH3:77])[CH3:76])[NH:65][CH:66]=5)=[CH:58][CH:57]=4)=[CH:54][CH:55]=3)[N:49]=2)[CH2:38][C:39]2([O:44][CH2:43][CH2:42][CH2:41][O:40]2)[CH2:35]1)=[O:10]. The yield is 0.290.